Task: Predict the reaction yield, written as a fraction of the theoretical maximum amount of product (1.0 means a 100% yield; for example, 0.34 means a 34% yield).. Dataset: Reaction yield outcomes from USPTO patents with 853,638 reactions The catalyst is [Pd].CO. The product is [CH2:1]([O:3][C:4](=[O:28])[CH2:5][O:6][C:7]1[CH:12]=[CH:11][C:10]([CH2:13][CH2:14][CH2:15][CH2:16][NH2:17])=[CH:9][CH:8]=1)[CH3:2]. The reactants are [CH2:1]([O:3][C:4](=[O:28])[CH2:5][O:6][C:7]1[CH:12]=[CH:11][C:10]([CH2:13][CH2:14][CH2:15][CH2:16][NH:17]C(OCC2C=CC=CC=2)=O)=[CH:9][CH:8]=1)[CH3:2].[H][H]. The yield is 0.880.